Dataset: Full USPTO retrosynthesis dataset with 1.9M reactions from patents (1976-2016). Task: Predict the reactants needed to synthesize the given product. (1) Given the product [CH3:1][C:2]1[S:3][C:4]([C:8]2[CH:13]=[CH:12][C:11]([NH:14][C:26]([NH2:25])=[S:27])=[CH:10][C:9]=2[O:15][CH3:16])=[C:5]([CH3:7])[N:6]=1, predict the reactants needed to synthesize it. The reactants are: [CH3:1][C:2]1[S:3][C:4]([C:8]2[CH:13]=[CH:12][C:11]([NH2:14])=[CH:10][C:9]=2[O:15][CH3:16])=[C:5]([CH3:7])[N:6]=1.C([N:25]=[C:26]=[S:27])(=O)C1C=CC=CC=1.C(=O)([O-])[O-].[K+].[K+]. (2) Given the product [CH:1]1[C:13]([NH:14][C:18](=[O:20])[CH3:19])=[CH:12][C:11]2[CH2:15][CH2:16][CH2:17][N:9]3[C:10]=2[C:2]=1[C:3]1[CH2:4][CH2:5][CH2:6][CH2:7][C:8]=13, predict the reactants needed to synthesize it. The reactants are: [CH:1]1[C:13]([NH2:14])=[CH:12][C:11]2[CH2:15][CH2:16][CH2:17][N:9]3[C:10]=2[C:2]=1[C:3]1[CH2:4][CH2:5][CH2:6][CH2:7][C:8]=13.[C:18](OC(=O)C)(=[O:20])[CH3:19]. (3) Given the product [CH2:1]([O:3][C:4]([C:6]1[N:7]=[C:8]([CH:11]2[CH2:16][CH2:15][N:14]([C:26](=[S:27])[NH:25][C:22]3[CH:23]=[CH:24][C:19]([N:18]([CH3:17])[CH3:28])=[CH:20][CH:21]=3)[CH2:13][CH2:12]2)[S:9][CH:10]=1)=[O:5])[CH3:2], predict the reactants needed to synthesize it. The reactants are: [CH2:1]([O:3][C:4]([C:6]1[N:7]=[C:8]([CH:11]2[CH2:16][CH2:15][NH:14][CH2:13][CH2:12]2)[S:9][CH:10]=1)=[O:5])[CH3:2].[CH3:17][N:18]([CH3:28])[C:19]1[CH:24]=[CH:23][C:22]([N:25]=[C:26]=[S:27])=[CH:21][CH:20]=1. (4) Given the product [CH3:10][C:8]1([CH3:11])[CH2:7][C:6]2[CH:12]=[C:2]([N:31]3[CH2:30][CH2:29][N:28]([C:25]4[CH:24]=[CH:23][C:22]([F:21])=[CH:27][CH:26]=4)[CH2:33][CH2:32]3)[C:3]([C:14]3[CH:19]=[CH:18][C:17]([CH3:20])=[CH:16][CH:15]=3)=[C:4]([CH3:13])[C:5]=2[O:9]1, predict the reactants needed to synthesize it. The reactants are: Br[C:2]1[C:3]([C:14]2[CH:19]=[CH:18][C:17]([CH3:20])=[CH:16][CH:15]=2)=[C:4]([CH3:13])[C:5]2[O:9][C:8]([CH3:11])([CH3:10])[CH2:7][C:6]=2[CH:12]=1.[F:21][C:22]1[CH:27]=[CH:26][C:25]([N:28]2[CH2:33][CH2:32][NH:31][CH2:30][CH2:29]2)=[CH:24][CH:23]=1. (5) The reactants are: [ClH:1].[CH2:2]([N:6]1[C:15]2[C:10](=[CH:11][CH:12]=[CH:13][N:14]=2)[C:9]([C:16]2[CH:21]=[CH:20][CH:19]=[C:18]([O:22][CH2:23][CH2:24][CH2:25][OH:26])[CH:17]=2)=[C:8]([NH:27][C:28]([NH:30][C:31]2[C:36]([CH:37]([CH3:39])[CH3:38])=[CH:35][C:34]([NH2:40])=[CH:33][C:32]=2[CH:41]([CH3:43])[CH3:42])=[O:29])[C:7]1=[O:44])[CH2:3][CH2:4][CH3:5].O. Given the product [OH2:22].[ClH:1].[CH2:2]([N:6]1[C:15]2[C:10](=[CH:11][CH:12]=[CH:13][N:14]=2)[C:9]([C:16]2[CH:21]=[CH:20][CH:19]=[C:18]([O:22][CH2:23][CH2:24][CH2:25][OH:26])[CH:17]=2)=[C:8]([NH:27][C:28]([NH:30][C:31]2[C:32]([CH:41]([CH3:43])[CH3:42])=[CH:33][C:34]([NH2:40])=[CH:35][C:36]=2[CH:37]([CH3:39])[CH3:38])=[O:29])[C:7]1=[O:44])[CH2:3][CH2:4][CH3:5], predict the reactants needed to synthesize it. (6) Given the product [C:1]([O:5][C:6](=[O:7])[NH:8][C@@H:9]([CH2:13][C:14]1[CH:19]=[CH:18][C:17]([O:20][CH2:21][CH2:22][C@H:23]([CH:25]2[CH2:30][CH2:29][N:28]([C:31]3[O:35][N:34]=[C:33]([CH:36]([CH3:38])[CH3:37])[N:32]=3)[CH2:27][CH2:26]2)[CH3:24])=[CH:16][C:15]=1[F:39])[C:10]([N:40]1[CH2:44][CH2:43][CH2:42][C@H:41]1[C:45](=[O:46])[NH2:47])=[O:11])([CH3:2])([CH3:4])[CH3:3], predict the reactants needed to synthesize it. The reactants are: [C:1]([O:5][C:6]([NH:8][C@@H:9]([CH2:13][C:14]1[CH:19]=[CH:18][C:17]([O:20][CH2:21][CH2:22][C@H:23]([CH:25]2[CH2:30][CH2:29][N:28]([C:31]3[O:35][N:34]=[C:33]([CH:36]([CH3:38])[CH3:37])[N:32]=3)[CH2:27][CH2:26]2)[CH3:24])=[CH:16][C:15]=1[F:39])[C:10](O)=[O:11])=[O:7])([CH3:4])([CH3:3])[CH3:2].[NH:40]1[CH2:44][CH2:43][CH2:42][C@H:41]1[C:45]([NH2:47])=[O:46]. (7) Given the product [C:14]([NH:13][C:11]([C:10]1[C:4]2[C:5](=[N:6][CH:7]=[C:2]([NH:19][C:20]3[CH:30]=[CH:29][CH:28]=[CH:27][C:21]=3[C:22](=[O:23])[N:24]([CH3:25])[CH3:26])[N:3]=2)[NH:8][CH:9]=1)=[O:12])([CH3:17])([CH3:16])[CH3:15], predict the reactants needed to synthesize it. The reactants are: Br[C:2]1[N:3]=[C:4]2[C:10]([C:11]([NH:13][C:14]([CH3:17])([CH3:16])[CH3:15])=[O:12])=[CH:9][NH:8][C:5]2=[N:6][CH:7]=1.Cl.[NH2:19][C:20]1[CH:30]=[CH:29][CH:28]=[CH:27][C:21]=1[C:22]([N:24]([CH3:26])[CH3:25])=[O:23].C1C=CC(P(C2C(C3C(P(C4C=CC=CC=4)C4C=CC=CC=4)=CC=C4C=3C=CC=C4)=C3C(C=CC=C3)=CC=2)C2C=CC=CC=2)=CC=1.CC(C)([O-])C.[Na+].